Dataset: Forward reaction prediction with 1.9M reactions from USPTO patents (1976-2016). Task: Predict the product of the given reaction. (1) Given the reactants Cl[C:2]1[CH:7]=[CH:6][N:5]=[C:4]([NH2:8])[N:3]=1.[NH:9]1[CH2:14][CH2:13][O:12][CH2:11][CH2:10]1, predict the reaction product. The product is: [O:12]1[CH2:13][CH2:14][N:9]([C:2]2[CH:7]=[CH:6][N:5]=[C:4]([NH2:8])[N:3]=2)[CH2:10][CH2:11]1. (2) Given the reactants [C:1]1([CH:7]([O:14][C:15]([C:17]2[N:18]3[CH:21]([CH2:22][CH2:23][C:24]=2[SH:25])[C@@H:20]([NH:26][C:27](=[O:57])/[C:28](/[C:50]2[N:51]=[C:52]([NH2:56])[S:53][C:54]=2[Cl:55])=[N:29]\[O:30][C:31]([C:44]2[CH:49]=[CH:48][CH:47]=[CH:46][CH:45]=2)([C:38]2[CH:43]=[CH:42][CH:41]=[CH:40][CH:39]=2)[C:32]2[CH:37]=[CH:36][CH:35]=[CH:34][CH:33]=2)[C:19]3=[O:58])=[O:16])[C:8]2[CH:13]=[CH:12][CH:11]=[CH:10][CH:9]=2)[CH:6]=[CH:5][CH:4]=[CH:3][CH:2]=1.[C:59]([O:63][C:64]([NH:66][CH2:67][CH2:68][S:69][CH2:70][C:71]1[CH:72]=[N:73][CH:74]=[CH:75][C:76]=1Cl)=[O:65])([CH3:62])([CH3:61])[CH3:60].O, predict the reaction product. The product is: [C:1]1([CH:7]([O:14][C:15]([C:17]2[N:18]3[CH:21]([CH2:22][CH2:23][C:24]=2[S:25][C:76]2[CH:75]=[CH:74][N:73]=[CH:72][C:71]=2[CH2:70][S:69][CH2:68][CH2:67][NH:66][C:64]([O:63][C:59]([CH3:62])([CH3:61])[CH3:60])=[O:65])[C@@H:20]([NH:26][C:27](=[O:57])/[C:28](/[C:50]2[N:51]=[C:52]([NH2:56])[S:53][C:54]=2[Cl:55])=[N:29]\[O:30][C:31]([C:38]2[CH:39]=[CH:40][CH:41]=[CH:42][CH:43]=2)([C:32]2[CH:37]=[CH:36][CH:35]=[CH:34][CH:33]=2)[C:44]2[CH:45]=[CH:46][CH:47]=[CH:48][CH:49]=2)[C:19]3=[O:58])=[O:16])[C:8]2[CH:13]=[CH:12][CH:11]=[CH:10][CH:9]=2)[CH:6]=[CH:5][CH:4]=[CH:3][CH:2]=1. (3) Given the reactants [F:1][C:2]1[CH:7]=[CH:6][C:5]([C:8]2[N:12]3[CH:13]=[CH:14][C:15]([CH2:17]O)=[N:16][C:11]3=[N:10][CH:9]=2)=[CH:4][C:3]=1[C:19]1[C:20]([C:25]#[N:26])=[CH:21][CH:22]=[CH:23][CH:24]=1.C(Br)(Br)(Br)[Br:28].C1(P(C2C=CC=CC=2)C2C=CC=CC=2)C=CC=CC=1, predict the reaction product. The product is: [Br:28][CH2:17][C:15]1[CH:14]=[CH:13][N:12]2[C:8]([C:5]3[CH:6]=[CH:7][C:2]([F:1])=[C:3]([C:19]4[C:20]([C:25]#[N:26])=[CH:21][CH:22]=[CH:23][CH:24]=4)[CH:4]=3)=[CH:9][N:10]=[C:11]2[N:16]=1. (4) Given the reactants [CH:1]1[CH:2]=[CH:3][C:4]2[NH:9][CH:8]=[C:7]([CH2:10][CH2:11][OH:12])[C:5]=2[CH:6]=1.C([N:20]1[CH2:24][CH2:23][C:22](=O)[CH2:21]1)(OC(C)(C)C)=O.B(F)(F)F.CCOCC.[OH-].[Na+], predict the reaction product. The product is: [NH:20]1[CH2:24][CH2:23][C:22]2([C:8]3[NH:9][C:4]4[C:5]([C:7]=3[CH2:10][CH2:11][O:12]2)=[CH:6][CH:1]=[CH:2][CH:3]=4)[CH2:21]1. (5) Given the reactants [NH:1]1[C:9]2[CH:8]=[CH:7][CH:6]=[C:5]3[CH2:10][CH2:11][N:12](C(OC(C)(C)C)=O)[CH2:13][C:3]([C:4]=23)=[CH:2]1.[ClH:21].C(OCC)(=O)C, predict the reaction product. The product is: [ClH:21].[NH:1]1[C:9]2[CH:8]=[CH:7][CH:6]=[C:5]3[CH2:10][CH2:11][NH:12][CH2:13][C:3]([C:4]=23)=[CH:2]1. (6) Given the reactants C1COC23OCCOC2([C@]2(CC[C@H]4[C@@H](C[C@@H](CO)C5[C@]4(C)CCCC5)[C@@H]2C3)C)[O:2]1.[CH2:30]1[CH2:54][O:53][C:32]2([CH2:37][CH2:36][C@H:35]3[C@H:38]4[C@H:48]([CH2:49][CH2:50][C@:33]23[CH3:34])[C@:46]2([CH3:47])[C@:41]([OH:52])([CH2:42][C:43](=[CH2:51])[CH2:44][CH2:45]2)[CH2:40][CH2:39]4)[O:31]1, predict the reaction product. The product is: [CH2:54]1[CH2:30][O:31][C:32]2([CH2:37][CH2:36][C@H:35]3[C@H:38]4[C@H:48]([CH2:49][CH2:50][C@:33]23[CH3:34])[C@:46]2([CH3:47])[C@:41]([OH:52])([CH2:42][C@H:43]([CH2:51][OH:2])[CH2:44][CH2:45]2)[CH2:40][CH2:39]4)[O:53]1. (7) Given the reactants [CH2:1]([N:8]([CH2:16][C:17]([F:24])([F:23])[C:18]([O:20]CC)=O)[CH2:9][CH2:10][C:11]([O:13][CH2:14][CH3:15])=[O:12])[C:2]1[CH:7]=[CH:6][CH:5]=[CH:4][CH:3]=1.C([N-]C(C)C)(C)C.[Li+].[Cl-].[NH4+], predict the reaction product. The product is: [CH2:1]([N:8]1[CH2:16][C:17]([F:23])([F:24])[C:18]([OH:20])=[C:10]([C:11]([O:13][CH2:14][CH3:15])=[O:12])[CH2:9]1)[C:2]1[CH:3]=[CH:4][CH:5]=[CH:6][CH:7]=1. (8) Given the reactants O.[NH2:2][NH2:3].Cl[C:5]1[CH:10]=[CH:9][C:8]([CH2:11][N:12]2[C:16]([CH3:17])=[CH:15][C:14]([C:18]3[O:22][N:21]=[C:20]([C:23]4[CH:28]=[CH:27][C:26]([O:29][C:30]([F:33])([F:32])[F:31])=[CH:25][CH:24]=4)[N:19]=3)=[N:13]2)=[CH:7][N:6]=1, predict the reaction product. The product is: [NH:2]([C:5]1[CH:10]=[CH:9][C:8]([CH2:11][N:12]2[C:16]([CH3:17])=[CH:15][C:14]([C:18]3[O:22][N:21]=[C:20]([C:23]4[CH:28]=[CH:27][C:26]([O:29][C:30]([F:33])([F:32])[F:31])=[CH:25][CH:24]=4)[N:19]=3)=[N:13]2)=[CH:7][N:6]=1)[NH2:3]. (9) Given the reactants [Br:1][C:2]1[CH:3]=[C:4]([CH:8]2[CH2:11][C:10](=O)[CH2:9]2)[CH:5]=[CH:6][CH:7]=1.[CH2:13]([O:15][C:16](=[O:37])[CH:17]=P(C1C=CC=CC=1)(C1C=CC=CC=1)C1C=CC=CC=1)[CH3:14], predict the reaction product. The product is: [CH2:13]([O:15][C:16](=[O:37])[CH:17]=[C:10]1[CH2:11][CH:8]([C:4]2[CH:5]=[CH:6][CH:7]=[C:2]([Br:1])[CH:3]=2)[CH2:9]1)[CH3:14]. (10) The product is: [N+:24]([C:19]1[CH:20]=[N:21][CH:22]=[CH:23][C:18]=1[O:3][C@H:4]1[CH2:9][CH2:8][CH2:7][N:6]([C:10]([O:12][C:13]([CH3:16])([CH3:15])[CH3:14])=[O:11])[CH2:5]1)([O-:26])=[O:25]. Given the reactants [H-].[Na+].[OH:3][C@H:4]1[CH2:9][CH2:8][CH2:7][N:6]([C:10]([O:12][C:13]([CH3:16])([CH3:15])[CH3:14])=[O:11])[CH2:5]1.Cl[C:18]1[CH:23]=[CH:22][N:21]=[CH:20][C:19]=1[N+:24]([O-:26])=[O:25], predict the reaction product.